Dataset: Peptide-MHC class II binding affinity with 134,281 pairs from IEDB. Task: Regression. Given a peptide amino acid sequence and an MHC pseudo amino acid sequence, predict their binding affinity value. This is MHC class II binding data. (1) The peptide sequence is AAVLFAATAAAAAAV. The MHC is DRB1_0401 with pseudo-sequence DRB1_0401. The binding affinity (normalized) is 0.610. (2) The peptide sequence is EKKYFAATQFEPHAA. The MHC is HLA-DPA10103-DPB10401 with pseudo-sequence HLA-DPA10103-DPB10401. The binding affinity (normalized) is 0.747. (3) The peptide sequence is SFGIVVAWQVKLLPV. The MHC is HLA-DPA10103-DPB10401 with pseudo-sequence HLA-DPA10103-DPB10401. The binding affinity (normalized) is 0.500. (4) The peptide sequence is TVYVGIVTMLSPMLHK. The MHC is DRB1_1301 with pseudo-sequence DRB1_1301. The binding affinity (normalized) is 0.787.